From a dataset of Forward reaction prediction with 1.9M reactions from USPTO patents (1976-2016). Predict the product of the given reaction. (1) Given the reactants C([O:9][CH2:10][CH2:11][CH2:12][CH2:13][N:14]1[CH:18]=[C:17]([C:19](=[O:28])[NH:20][CH2:21][C:22]2[CH:27]=[CH:26][CH:25]=[CH:24][N:23]=2)[N:16]=[N:15]1)(=O)C1C=CC=CC=1.C([O-])([O-])=O.[K+].[K+], predict the reaction product. The product is: [OH:9][CH2:10][CH2:11][CH2:12][CH2:13][N:14]1[CH:18]=[C:17]([C:19]([NH:20][CH2:21][C:22]2[CH:27]=[CH:26][CH:25]=[CH:24][N:23]=2)=[O:28])[N:16]=[N:15]1. (2) Given the reactants [NH2:1][CH2:2][CH2:3][N:4]1[C:9]2[CH:10]=[C:11]([C:15]([N:17]([CH:31]([CH3:33])[CH3:32])[C@@H:18]3[CH2:23][CH2:22][CH2:21][N:20]([C:24]([O:26][C:27]([CH3:30])([CH3:29])[CH3:28])=[O:25])[CH2:19]3)=[O:16])[C:12]([CH3:14])=[CH:13][C:8]=2[O:7][C:6]([CH3:35])([CH3:34])[C:5]1=[O:36].ClC(Cl)(O[C:41](=[O:47])OC(Cl)(Cl)Cl)Cl.[CH2:49]([N:51](CC)CC)C, predict the reaction product. The product is: [CH:31]([N:17]([C:15]([C:11]1[C:12]([CH3:14])=[CH:13][C:8]2[O:7][C:6]([CH3:34])([CH3:35])[C:5](=[O:36])[N:4]([CH2:3][CH2:2][NH:1][C:41]([NH:51][CH3:49])=[O:47])[C:9]=2[CH:10]=1)=[O:16])[C@@H:18]1[CH2:23][CH2:22][CH2:21][N:20]([C:24]([O:26][C:27]([CH3:29])([CH3:28])[CH3:30])=[O:25])[CH2:19]1)([CH3:32])[CH3:33]. (3) Given the reactants [CH2:1]([O:3][C:4]([CH:6]1[CH2:17][N:16]([CH2:18][C:19]2[CH:24]=[CH:23][CH:22]=[CH:21][CH:20]=2)[C:9]2[N:10]=[C:11](SC)[N:12]=[CH:13][C:8]=2[C:7]1=[O:25])=[O:5])[CH3:2].[CH:26]1C=C(Cl)C=C(C(OO)=O)C=1.[O-:37][S:38]([O-:40])=O.[Na+].[Na+], predict the reaction product. The product is: [CH2:1]([O:3][C:4]([C:6]1[C:7](=[O:25])[C:8]2[CH:13]=[N:12][C:11]([S:38]([CH3:26])(=[O:40])=[O:37])=[N:10][C:9]=2[N:16]([CH2:18][C:19]2[CH:24]=[CH:23][CH:22]=[CH:21][CH:20]=2)[CH:17]=1)=[O:5])[CH3:2]. (4) Given the reactants [CH3:1][N:2]([CH2:4][C:5]1[C:6]([NH2:11])=[N:7][CH:8]=[CH:9][CH:10]=1)[CH3:3].C1C(=O)N([Br:19])C(=O)C1, predict the reaction product. The product is: [Br:19][C:9]1[CH:10]=[C:5]([CH2:4][N:2]([CH3:1])[CH3:3])[C:6]([NH2:11])=[N:7][CH:8]=1. (5) Given the reactants [CH3:1][O:2][C:3]1[CH:4]=[C:5]2[C:10](=[CH:11][C:12]=1[O:13][CH3:14])[NH:9][CH:8]=[CH:7][C:6]2=O.O=S(Cl)[Cl:18], predict the reaction product. The product is: [Cl:18][C:6]1[C:5]2[C:10](=[CH:11][C:12]([O:13][CH3:14])=[C:3]([O:2][CH3:1])[CH:4]=2)[N:9]=[CH:8][CH:7]=1. (6) Given the reactants C1(P(C2C=CC=CC=2)C2C=CC3C(=CC=CC=3)C=2C2C3C(=CC=CC=3)C=CC=2P(C2C=CC=CC=2)C2C=CC=CC=2)C=CC=CC=1.Br[C:48]1[CH:53]=[CH:52][C:51]([O:54][CH2:55][CH2:56][CH2:57][N:58]2[CH2:63][CH2:62][CH2:61][CH2:60][CH2:59]2)=[CH:50][C:49]=1[C:64]([F:67])([F:66])[F:65].[N:68]1([C:74]([O:76][C:77]([CH3:80])([CH3:79])[CH3:78])=[O:75])[CH2:73][CH2:72][NH:71][CH2:70][CH2:69]1.CC(C)([O-])C.[K+], predict the reaction product. The product is: [N:58]1([CH2:57][CH2:56][CH2:55][O:54][C:51]2[CH:52]=[CH:53][C:48]([N:71]3[CH2:70][CH2:69][N:68]([C:74]([O:76][C:77]([CH3:80])([CH3:79])[CH3:78])=[O:75])[CH2:73][CH2:72]3)=[C:49]([C:64]([F:67])([F:66])[F:65])[CH:50]=2)[CH2:63][CH2:62][CH2:61][CH2:60][CH2:59]1. (7) Given the reactants C([N:8]1[CH2:12][CH2:11][C:10]([NH:14][C:15](=[O:17])[CH3:16])([CH3:13])[CH2:9]1)C1C=CC=CC=1.OCC1(OC[C@@H](O)[C@@H](O)[C@H]1O)O.[H][H], predict the reaction product. The product is: [CH3:13][C:10]1([NH:14][C:15](=[O:17])[CH3:16])[CH2:11][CH2:12][NH:8][CH2:9]1. (8) Given the reactants [Br:1][C:2]1[CH:3]=[C:4]([C:9]([F:12])([F:11])[F:10])[C:5]([OH:8])=[N:6][CH:7]=1.O[CH2:14][CH2:15][N:16]([CH3:24])[C:17](=[O:23])[O:18][C:19]([CH3:22])([CH3:21])[CH3:20].C1(P(C2C=CC=CC=2)C2C=CC=CC=2)C=CC=CC=1.N(C(OC(C)C)=O)=NC(OC(C)C)=O, predict the reaction product. The product is: [Br:1][C:2]1[CH:3]=[C:4]([C:9]([F:12])([F:10])[F:11])[C:5]([O:8][CH2:14][CH2:15][N:16]([CH3:24])[C:17](=[O:23])[O:18][C:19]([CH3:21])([CH3:20])[CH3:22])=[N:6][CH:7]=1. (9) The product is: [CH:14]([O:17][C:18]([C:20]1([CH2:27][CH:28]([CH2:31][CH3:32])[CH2:29][CH3:30])[CH2:25][CH2:24][CH2:23][CH2:22][CH2:21]1)=[O:19])([CH3:16])[CH3:15]. Given the reactants C(NC(C)C)(C)C.CCCCCC.[CH:14]([O:17][C:18]([CH:20]1[CH2:25][CH2:24][CH2:23][CH2:22][CH2:21]1)=[O:19])([CH3:16])[CH3:15].Br[CH2:27][CH:28]([CH2:31][CH3:32])[CH2:29][CH3:30].Cl, predict the reaction product.